From a dataset of Full USPTO retrosynthesis dataset with 1.9M reactions from patents (1976-2016). Predict the reactants needed to synthesize the given product. Given the product [F:1][C:2]1[CH:3]=[C:4]([CH2:12][OH:13])[C:5]2[O:10][CH2:9][CH2:8][O:7][C:6]=2[CH:11]=1, predict the reactants needed to synthesize it. The reactants are: [F:1][C:2]1[CH:3]=[C:4]([C:12](OC)=[O:13])[C:5]2[O:10][CH2:9][CH2:8][O:7][C:6]=2[CH:11]=1.[H-].[Al+3].[Li+].[H-].[H-].[H-].O.[OH-].[Na+].